From a dataset of Forward reaction prediction with 1.9M reactions from USPTO patents (1976-2016). Predict the product of the given reaction. (1) Given the reactants CO/[N:3]=[C:4](\[C:11]1[CH:16]=[CH:15][C:14]([Cl:17])=[CH:13][CH:12]=1)/[CH2:5][N:6]1[CH:10]=[CH:9][CH:8]=[N:7]1.O.[OH-].[Na+].C(OCC)C, predict the reaction product. The product is: [Cl:17][C:14]1[CH:15]=[CH:16][C:11]([CH:4]([NH2:3])[CH2:5][N:6]2[CH:10]=[CH:9][CH:8]=[N:7]2)=[CH:12][CH:13]=1. (2) Given the reactants [C:1]1([C:7]2[N:12]=[C:11]3[CH2:13][CH2:14][CH2:15][NH:16][C:10]3=[N:9][C:8]=2[C:17]2[CH:22]=[CH:21][CH:20]=[CH:19][CH:18]=2)[CH:6]=[CH:5][CH:4]=[CH:3][CH:2]=1.Br[CH2:24][CH2:25][CH2:26][CH2:27][C:28]([O:30]CC)=[O:29], predict the reaction product. The product is: [C:1]1([C:7]2[N:12]=[C:11]3[CH2:13][CH2:14][CH2:15][N:16]([CH2:24][CH2:25][CH2:26][CH2:27][C:28]([OH:30])=[O:29])[C:10]3=[N:9][C:8]=2[C:17]2[CH:18]=[CH:19][CH:20]=[CH:21][CH:22]=2)[CH:2]=[CH:3][CH:4]=[CH:5][CH:6]=1. (3) Given the reactants [F:1][CH2:2][CH2:3][O:4][CH2:5][CH2:6][O:7][CH2:8][CH2:9][O:10][C:11]1[CH:16]=[CH:15][C:14]([C:17](=[O:19])[CH3:18])=[CH:13][CH:12]=1.[N+:20]([C:23]1[CH:30]=[CH:29][C:26]([CH:27]=O)=[CH:25][CH:24]=1)([O-:22])=[O:21].[OH-].[K+], predict the reaction product. The product is: [F:1][CH2:2][CH2:3][O:4][CH2:5][CH2:6][O:7][CH2:8][CH2:9][O:10][C:11]1[CH:12]=[CH:13][C:14]([C:17](=[O:19])/[CH:18]=[CH:27]/[C:26]2[CH:29]=[CH:30][C:23]([N+:20]([O-:22])=[O:21])=[CH:24][CH:25]=2)=[CH:15][CH:16]=1. (4) Given the reactants FC(F)(F)C(O)=O.[CH3:8][N:9]1[CH2:18][C:17]2[C:12](=[CH:13][CH:14]=[C:15]([C:19]3[CH:24]=[CH:23][C:22]([C:25]([F:28])([F:27])[F:26])=[CH:21][CH:20]=3)[CH:16]=2)[N:11](CC2C=CC(OC)=CC=2)[C:10]1=[O:38], predict the reaction product. The product is: [CH3:8][N:9]1[CH2:18][C:17]2[C:12](=[CH:13][CH:14]=[C:15]([C:19]3[CH:20]=[CH:21][C:22]([C:25]([F:27])([F:26])[F:28])=[CH:23][CH:24]=3)[CH:16]=2)[NH:11][C:10]1=[O:38].